From a dataset of Forward reaction prediction with 1.9M reactions from USPTO patents (1976-2016). Predict the product of the given reaction. (1) Given the reactants [NH2:1][C:2]1[CH:10]=[CH:9][C:8]2[N:7]3[CH2:11][CH2:12][CH2:13][CH:6]3[CH2:5][C:4]=2[C:3]=1[C:14]([O:16][CH3:17])=[O:15].[Br:18][C:19]1[CH:24]=[C:23]([F:25])[CH:22]=[CH:21][C:20]=1[S:26](Cl)(=[O:28])=[O:27], predict the reaction product. The product is: [Br:18][C:19]1[CH:24]=[C:23]([F:25])[CH:22]=[CH:21][C:20]=1[S:26]([NH:1][C:2]1[CH:10]=[CH:9][C:8]2[N:7]3[CH2:11][CH2:12][CH2:13][CH:6]3[CH2:5][C:4]=2[C:3]=1[C:14]([O:16][CH3:17])=[O:15])(=[O:28])=[O:27]. (2) Given the reactants [I:1][C:2]1[CH:3]=[C:4]2[C:9]3=[C:10]([O:12][CH2:13][CH2:14][N:8]3[CH:7]=[C:6]([C:15]([O:17]CC)=[O:16])[C:5]2=[O:20])[CH:11]=1.[OH-].[Na+], predict the reaction product. The product is: [I:1][C:2]1[CH:3]=[C:4]2[C:9]3=[C:10]([O:12][CH2:13][CH2:14][N:8]3[CH:7]=[C:6]([C:15]([OH:17])=[O:16])[C:5]2=[O:20])[CH:11]=1. (3) The product is: [C:12]([O:11][C:9](=[O:10])[N:17]([CH2:18][CH2:19][C:20]1[CH:25]=[CH:24][C:23]([OH:26])=[CH:22][CH:21]=1)[CH3:16])([CH3:13])([CH3:14])[CH3:15]. Given the reactants [C:9](O[C:9]([O:11][C:12]([CH3:15])([CH3:14])[CH3:13])=[O:10])([O:11][C:12]([CH3:15])([CH3:14])[CH3:13])=[O:10].[CH3:16][NH:17][CH2:18][CH2:19][C:20]1[CH:25]=[CH:24][C:23]([OH:26])=[CH:22][CH:21]=1, predict the reaction product.